From a dataset of Reaction yield outcomes from USPTO patents with 853,638 reactions. Predict the reaction yield, written as a fraction of the theoretical maximum amount of product (1.0 means a 100% yield; for example, 0.34 means a 34% yield). (1) The reactants are CON(C)[C:4]([C:6]1([CH3:19])[CH2:11][CH2:10][N:9]([C:12]([O:14][C:15]([CH3:18])([CH3:17])[CH3:16])=[O:13])[CH2:8][CH2:7]1)=[O:5].[CH3:21][Mg+].[Br-]. The catalyst is C1COCC1.CCOCC. The product is [C:4]([C:6]1([CH3:19])[CH2:7][CH2:8][N:9]([C:12]([O:14][C:15]([CH3:16])([CH3:17])[CH3:18])=[O:13])[CH2:10][CH2:11]1)(=[O:5])[CH3:21]. The yield is 0.970. (2) The reactants are [C:1]1([CH:7]2[C:16]3[C:11]4=[C:12]([CH:21]([C:24]5[CH:29]=[CH:28][CH:27]=[CH:26][CH:25]=5)[CH2:22][CH2:23][N:10]4[CH2:9][CH2:8]2)[CH:13]=[C:14]([CH2:17][C:18]([OH:20])=O)[CH:15]=3)[CH:6]=[CH:5][CH:4]=[CH:3][CH:2]=1.[CH2:30]([NH2:32])[CH3:31].CCN=C=NCCCN(C)C.C1C=CC2N(O)N=NC=2C=1. The catalyst is ClCCl. The product is [CH2:30]([NH:32][C:18](=[O:20])[CH2:17][C:14]1[CH:13]=[C:12]2[C:11]3=[C:16]([CH:7]([C:1]4[CH:6]=[CH:5][CH:4]=[CH:3][CH:2]=4)[CH2:8][CH2:9][N:10]3[CH2:23][CH2:22][CH:21]2[C:24]2[CH:25]=[CH:26][CH:27]=[CH:28][CH:29]=2)[CH:15]=1)[CH3:31]. The yield is 0.290. (3) The reactants are [NH2:1][C:2]1[N:10]=[CH:9][N:8]=[C:7]2[C:3]=1[N:4]=[CH:5][N:6]2[C@H:11]1[C@@H:15]2[O:16][C:17]([CH3:20])([CH3:19])[O:18][C@@H:14]2[C@@H:13]([CH2:21][N:22]([CH3:32])[CH:23]2[CH2:26][CH:25]([CH2:27][CH2:28][C:29]([OH:31])=O)[CH2:24]2)[O:12]1.CN(C(ON1N=NC2C=CC=NC1=2)=[N+](C)C)C.F[P-](F)(F)(F)(F)F.C1C=NC2N(O)N=NC=2C=1.[F:67][C:68]([F:79])([F:78])[O:69][C:70]1[CH:71]=[C:72]([NH2:77])[C:73]([NH2:76])=[CH:74][CH:75]=1. The catalyst is C(Cl)Cl. The product is [NH2:77][C:72]1[CH:71]=[C:70]([O:69][C:68]([F:67])([F:78])[F:79])[CH:75]=[CH:74][C:73]=1[NH:76][C:29](=[O:31])[CH2:28][CH2:27][CH:25]1[CH2:26][CH:23]([N:22]([CH2:21][C@@H:13]2[C@@H:14]3[C@@H:15]([O:16][C:17]([CH3:20])([CH3:19])[O:18]3)[C@H:11]([N:6]3[CH:5]=[N:4][C:3]4[C:7]3=[N:8][CH:9]=[N:10][C:2]=4[NH2:1])[O:12]2)[CH3:32])[CH2:24]1. The yield is 0.600.